From a dataset of Full USPTO retrosynthesis dataset with 1.9M reactions from patents (1976-2016). Predict the reactants needed to synthesize the given product. (1) The reactants are: FC(F)(F)S(O[C:7]1[C:8]([N+:27]([O-:29])=[O:28])=[CH:9][C:10]2[O:14][C:13]([C:15]3[CH:20]=[CH:19][C:18]([F:21])=[CH:17][CH:16]=3)=[C:12]([C:22](=[O:25])[NH:23][CH3:24])[C:11]=2[CH:26]=1)(=O)=O.[C:32]([NH:36][C:37]([C:39]1[CH:40]=[C:41](B(O)O)[CH:42]=[C:43]([N+:45]([O-:47])=[O:46])[CH:44]=1)=[O:38])([CH3:35])([CH3:34])[CH3:33].C([O-])([O-])=O.[Cs+].[Cs+]. Given the product [C:32]([NH:36][C:37]([C:39]1[CH:40]=[C:41]([C:7]2[C:8]([N+:27]([O-:29])=[O:28])=[CH:9][C:10]3[O:14][C:13]([C:15]4[CH:16]=[CH:17][C:18]([F:21])=[CH:19][CH:20]=4)=[C:12]([C:22]([NH:23][CH3:24])=[O:25])[C:11]=3[CH:26]=2)[CH:42]=[C:43]([N+:45]([O-:47])=[O:46])[CH:44]=1)=[O:38])([CH3:35])([CH3:33])[CH3:34], predict the reactants needed to synthesize it. (2) Given the product [Br:1][C:2]1[CH:3]=[N:4][C:5]2[N:6]([N:8]=[C:9]([C:11]([N:16]3[CH2:17][CH2:18][C:19]4[S:23][C:22]([CH3:24])=[C:21]([CH3:25])[C:20]=4[N:15]3[CH3:14])=[O:13])[CH:10]=2)[CH:7]=1, predict the reactants needed to synthesize it. The reactants are: [Br:1][C:2]1[CH:3]=[N:4][C:5]2[N:6]([N:8]=[C:9]([C:11]([OH:13])=O)[CH:10]=2)[CH:7]=1.[CH3:14][N:15]1[C:20]2[C:21]([CH3:25])=[C:22]([CH3:24])[S:23][C:19]=2[CH2:18][CH2:17][NH:16]1. (3) Given the product [F:18][C:19]1[CH:20]=[CH:21][C:22]([C:25]([OH:26])([CH3:27])[CH2:28][N:6]2[C:7]3[CH:8]=[CH:9][C:10]([CH3:13])=[CH:11][C:12]=3[C:4]3[CH2:3][N:2]([CH3:1])[CH2:15][CH2:14][C:5]2=3)=[CH:23][CH:24]=1, predict the reactants needed to synthesize it. The reactants are: [CH3:1][N:2]1[CH2:15][CH2:14][C:5]2[NH:6][C:7]3[CH:8]=[CH:9][C:10]([CH3:13])=[CH:11][C:12]=3[C:4]=2[CH2:3]1.[H-].[Na+].[F:18][C:19]1[CH:24]=[CH:23][C:22]([C:25]2([CH3:28])[CH2:27][O:26]2)=[CH:21][CH:20]=1.O. (4) Given the product [C:19]([NH:16][CH2:15][C:14]1[CH:13]=[CH:12][C:11]([C:7]2[CH:8]=[CH:9][CH:10]=[C:5]([C:2]([OH:4])=[O:3])[CH:6]=2)=[CH:18][CH:17]=1)([O:21][CH2:22][CH:23]1[C:24]2[C:29](=[CH:28][CH:27]=[CH:26][CH:25]=2)[C:30]2[C:35]1=[CH:34][CH:33]=[CH:32][CH:31]=2)=[O:20], predict the reactants needed to synthesize it. The reactants are: Cl.[C:2]([C:5]1[CH:6]=[C:7]([C:11]2[CH:18]=[CH:17][C:14]([CH2:15][NH2:16])=[CH:13][CH:12]=2)[CH:8]=[CH:9][CH:10]=1)([OH:4])=[O:3].[C:19](ON1C(=O)CCC1=O)([O:21][CH2:22][CH:23]1[C:35]2[C:30](=[CH:31][CH:32]=[CH:33][CH:34]=2)[C:29]2[C:24]1=[CH:25][CH:26]=[CH:27][CH:28]=2)=[O:20]. (5) Given the product [NH:8]1[CH2:9][CH:10]([N:12]2[C:16]3[CH:17]=[C:18]([F:21])[CH:19]=[CH:20][C:15]=3[N:14]=[C:13]2[CH:22]([NH:24][C:25]2[N:33]=[CH:32][N:31]=[C:30]3[C:26]=2[N:27]=[CH:28][NH:29]3)[CH3:23])[CH2:11]1, predict the reactants needed to synthesize it. The reactants are: C(OC([N:8]1[CH2:11][CH:10]([N:12]2[C:16]3[CH:17]=[C:18]([F:21])[CH:19]=[CH:20][C:15]=3[N:14]=[C:13]2[C@@H:22]([NH:24][C:25]2[N:33]=[CH:32][N:31]=[C:30]3[C:26]=2[N:27]=[CH:28][NH:29]3)[CH3:23])[CH2:9]1)=O)(C)(C)C.C(O)(C(F)(F)F)=O.